Task: Predict the product of the given reaction.. Dataset: Forward reaction prediction with 1.9M reactions from USPTO patents (1976-2016) (1) Given the reactants [NH2:1][C:2]1[CH:11]=[CH:10][C:5]([C:6]([O:8][CH3:9])=[O:7])=[CH:4][C:3]=1[C:12]([O:14][CH3:15])=[O:13].[H-].[Na+].[Cl:18][C:19]1[CH:32]=[CH:31][C:22]2[S:23][C:24]([S:27](Cl)(=[O:29])=[O:28])=[C:25]([CH3:26])[C:21]=2[CH:20]=1, predict the reaction product. The product is: [Cl:18][C:19]1[CH:32]=[CH:31][C:22]2[S:23][C:24]([S:27]([NH:1][C:2]3[CH:11]=[CH:10][C:5]([C:6]([O:8][CH3:9])=[O:7])=[CH:4][C:3]=3[C:12]([O:14][CH3:15])=[O:13])(=[O:28])=[O:29])=[C:25]([CH3:26])[C:21]=2[CH:20]=1. (2) The product is: [CH2:1]([N:8]([C:20]([O:22][C:23]([CH3:26])([CH3:25])[CH3:24])=[O:21])[CH2:9][CH2:10][C:11]1[CH:16]=[CH:15][C:14]([C:39]2[CH:38]=[CH:37][C:32]([C:33]([O:35][CH3:36])=[O:34])=[CH:31][C:30]=2[N+:27]([O-:29])=[O:28])=[CH:13][CH:12]=1)[C:2]1[CH:7]=[CH:6][CH:5]=[CH:4][CH:3]=1. Given the reactants [CH2:1]([N:8]([C:20]([O:22][C:23]([CH3:26])([CH3:25])[CH3:24])=[O:21])[CH2:9][CH2:10][C:11]1[CH:16]=[CH:15][C:14](B(O)O)=[CH:13][CH:12]=1)[C:2]1[CH:7]=[CH:6][CH:5]=[CH:4][CH:3]=1.[N+:27]([C:30]1[CH:31]=[C:32]([CH:37]=[CH:38][C:39]=1OS(C(F)(F)F)(=O)=O)[C:33]([O:35][CH3:36])=[O:34])([O-:29])=[O:28].C(=O)([O-])[O-].[Na+].[Na+], predict the reaction product.